Dataset: Forward reaction prediction with 1.9M reactions from USPTO patents (1976-2016). Task: Predict the product of the given reaction. (1) Given the reactants [O:1]([C:8]1[CH:27]=[CH:26][C:11]([O:12][C:13]2[CH:18]=[CH:17][N:16]=[CH:15][C:14]=2[C:19]2[CH:20]=[C:21]([CH:23]=[CH:24][CH:25]=2)[NH2:22])=[CH:10][CH:9]=1)[C:2]1[CH:7]=[CH:6][CH:5]=[CH:4][CH:3]=1.[CH3:28][N:29]([CH3:36])[CH2:30]/[CH:31]=[CH:32]/[C:33](O)=[O:34], predict the reaction product. The product is: [CH3:28][N:29]([CH3:36])[CH2:30]/[CH:31]=[CH:32]/[C:33]([NH:22][C:21]1[CH:23]=[CH:24][CH:25]=[C:19]([C:14]2[CH:15]=[N:16][CH:17]=[CH:18][C:13]=2[O:12][C:11]2[CH:10]=[CH:9][C:8]([O:1][C:2]3[CH:7]=[CH:6][CH:5]=[CH:4][CH:3]=3)=[CH:27][CH:26]=2)[CH:20]=1)=[O:34]. (2) Given the reactants [Cl:1][C:2]1[CH:7]=[CH:6][C:5]([S:8]([CH:11]2[C:20]3[C:15](=[C:16]([F:22])[CH:17]=[CH:18][C:19]=3[F:21])[O:14][CH2:13][CH:12]2[CH2:23]OS(C)(=O)=O)(=[O:10])=[O:9])=[CH:4][CH:3]=1.[SH:29][CH2:30][CH2:31][OH:32].[OH-].[Na+], predict the reaction product. The product is: [Cl:1][C:2]1[CH:3]=[CH:4][C:5]([S:8]([CH:11]2[C:20]3[C:15](=[C:16]([F:22])[CH:17]=[CH:18][C:19]=3[F:21])[O:14][CH2:13][CH:12]2[CH2:23][S:29][CH2:30][CH2:31][OH:32])(=[O:9])=[O:10])=[CH:6][CH:7]=1. (3) Given the reactants Cl[C:2]1[N:7]=[C:6]([N:8]([CH3:18])[C:9]2[CH:14]=[CH:13][CH:12]=[C:11]([N+:15]([O-])=O)[CH:10]=2)[C:5]([F:19])=[CH:4][N:3]=1.[CH3:20][O:21][CH2:22][CH2:23][O:24][CH2:25][O:26][CH2:27][CH2:28][O:29][C:30]1[CH:36]=[CH:35][C:33]([NH2:34])=[CH:32][CH:31]=1, predict the reaction product. The product is: [F:19][C:5]1[C:6]([N:8]([CH3:18])[C:9]2[CH:10]=[C:11]([NH:15][C:30](=[O:29])[CH:31]=[CH2:32])[CH:12]=[CH:13][CH:14]=2)=[N:7][C:2]([NH:34][C:33]2[CH:32]=[CH:31][C:30]([O:29][CH2:28][CH2:27][O:26][CH2:25][O:24][CH2:23][CH2:22][O:21][CH3:20])=[CH:36][CH:35]=2)=[N:3][CH:4]=1. (4) Given the reactants [Ca].[Mg:2].[Cl-].[Mg+2].[Cl-].[S:6]([O-:10])([O-:9])(=[O:8])=[O:7], predict the reaction product. The product is: [S:6]([O-:10])([O-:9])(=[O:8])=[O:7].[Mg+2:2].[S:6](=[O:8])(=[O:7])([OH:10])[OH:9]. (5) Given the reactants S(=O)(=O)(O)O.[C:6]1([C:19]([OH:21])=[O:20])[C:15]2[C:10](=[CH:11][CH:12]=[CH:13][CH:14]=2)[C:9]([C:16]([OH:18])=[O:17])=[CH:8][CH:7]=1.C(=O)([O-])[O-].[Na+].[Na+], predict the reaction product. The product is: [CH:6]([O:17][C:16]([C:9]1[C:10]2[C:15](=[CH:14][CH:13]=[CH:12][CH:11]=2)[C:6]([C:19]([O:21][CH:9]([CH3:10])[CH3:8])=[O:20])=[CH:7][CH:8]=1)=[O:18])([CH3:15])[CH3:7]. (6) The product is: [CH2:1]([O:3][C@@H:4]([CH2:10][C:11]1[CH:16]=[CH:15][C:14]([O:17][CH2:18][C:19]([N:21]([CH2:30][CH3:31])[CH2:22][C:23]2[CH:28]=[CH:27][CH:26]=[CH:25][C:24]=2[F:29])=[O:20])=[CH:13][CH:12]=1)[C:5]([OH:7])=[O:6])[CH3:2]. Given the reactants [CH2:1]([O:3][C@@H:4]([CH2:10][C:11]1[CH:16]=[CH:15][C:14]([O:17][CH2:18][C:19]([N:21]([CH2:30][CH3:31])[CH2:22][C:23]2[CH:28]=[CH:27][CH:26]=[CH:25][C:24]=2[F:29])=[O:20])=[CH:13][CH:12]=1)[C:5]([O:7]CC)=[O:6])[CH3:2].[Li+].[OH-].Cl, predict the reaction product. (7) Given the reactants [Cl-].[CH3:2][O:3]C[P+](C1C=CC=CC=1)(C1C=CC=CC=1)C1C=CC=CC=1.C[Si]([N-][Si](C)(C)C)(C)C.[Li+].[F:34][C:35]1[C:40]([F:41])=[C:39]([O:42][CH3:43])[CH:38]=[CH:37][C:36]=1[CH:44]1[CH2:46][CH:45]1[CH:47]=O.Cl.C([O-])(O)=O.[Na+], predict the reaction product. The product is: [F:34][C:35]1[C:40]([F:41])=[C:39]([O:42][CH3:43])[CH:38]=[CH:37][C:36]=1[CH:44]1[CH2:46][CH:45]1[CH2:47][CH:2]=[O:3].